From a dataset of Full USPTO retrosynthesis dataset with 1.9M reactions from patents (1976-2016). Predict the reactants needed to synthesize the given product. (1) The reactants are: Cl.[Cl:2][C:3]1[C:4]([NH:13][C@H:14]2[CH2:19][CH2:18][CH2:17][N:16]([CH:20]3[CH2:25][CH2:24][NH:23][CH2:22][CH2:21]3)[C:15]2=[O:26])=[N:5][CH:6]=[C:7]([C:9]([F:12])([F:11])[F:10])[CH:8]=1.[Cl:27][C:28]1[CH:33]=[N:32][C:31](Cl)=[CH:30][N:29]=1.CCN(C(C)C)C(C)C. Given the product [Cl:2][C:3]1[C:4]([NH:13][C@H:14]2[CH2:19][CH2:18][CH2:17][N:16]([CH:20]3[CH2:21][CH2:22][N:23]([C:31]4[CH:30]=[N:29][C:28]([Cl:27])=[CH:33][N:32]=4)[CH2:24][CH2:25]3)[C:15]2=[O:26])=[N:5][CH:6]=[C:7]([C:9]([F:12])([F:11])[F:10])[CH:8]=1, predict the reactants needed to synthesize it. (2) Given the product [CH3:54][O:53][C:46]1[CH:47]=[C:48]([O:51][CH3:52])[CH:49]=[CH:50][C:45]=1[CH2:44][NH:43][C:42]1[C:37]2[CH:36]=[CH:35][N:34]([C@H:26]3[C@H:27]4[C@H:31]([O:30][C:29]([CH3:33])([CH3:32])[O:28]4)[C@@H:24]([CH2:23][N:21]([CH3:22])[CH:19]4[CH2:18][CH:17]([CH2:16][CH2:15][C:14]5[NH:13][C:3]6[CH:4]=[CH:5][C:6]([O:8][C:9]([F:12])([F:10])[F:11])=[CH:7][C:2]=6[N:1]=5)[CH2:20]4)[CH2:25]3)[C:38]=2[N:39]=[CH:40][N:41]=1, predict the reactants needed to synthesize it. The reactants are: [NH2:1][C:2]1[CH:7]=[C:6]([O:8][C:9]([F:12])([F:11])[F:10])[CH:5]=[CH:4][C:3]=1[NH:13][C:14](=O)[CH2:15][CH2:16][CH:17]1[CH2:20][CH:19]([N:21]([CH2:23][C@@H:24]2[C@@H:31]3[C@@H:27]([O:28][C:29]([CH3:33])([CH3:32])[O:30]3)[C@H:26]([N:34]3[C:38]4[N:39]=[CH:40][N:41]=[C:42]([NH:43][CH2:44][C:45]5[CH:50]=[CH:49][C:48]([O:51][CH3:52])=[CH:47][C:46]=5[O:53][CH3:54])[C:37]=4[CH:36]=[CH:35]3)[CH2:25]2)[CH3:22])[CH2:18]1. (3) Given the product [CH:1]1([C:5]2[C:13]([C:22]([O:23][CH3:24])=[O:25])=[CH:12][C:8]([C:9]([OH:11])=[O:10])=[C:7]([CH2:15][CH3:16])[CH:6]=2)[CH2:4][CH2:3][CH2:2]1, predict the reactants needed to synthesize it. The reactants are: [CH:1]1([C:5]2[C:13](I)=[CH:12][C:8]([C:9]([OH:11])=[O:10])=[C:7]([CH2:15][CH3:16])[CH:6]=2)[CH2:4][CH2:3][CH2:2]1.[Li]CCCC.[C:22](=O)([O:25]C)[O:23][CH3:24]. (4) Given the product [OH:18][C:19]1[CH:24]=[CH:23][C:22]([O:25][CH:17]2[CH2:16][CH2:15][CH2:14][CH2:13][O:8]2)=[CH:21][C:20]=1[C:26](=[O:35])[CH2:27][C:28]1[CH:33]=[CH:32][CH:31]=[C:30]([O:34][CH:41]2[CH2:40][CH2:39][CH2:38][CH2:37][O:36]2)[CH:29]=1, predict the reactants needed to synthesize it. The reactants are: [C:15]1(C)[CH:16]=[CH:17]C(S([O-])(=[O:8])=[O:8])=[CH:13][CH:14]=1.[NH+]1[CH:17]=[CH:16][CH:15]=[CH:14][CH:13]=1.[OH:18][C:19]1[CH:24]=[CH:23][C:22]([OH:25])=[CH:21][C:20]=1[C:26](=[O:35])[CH2:27][C:28]1[CH:33]=[CH:32][CH:31]=[C:30]([OH:34])[CH:29]=1.[O:36]1[CH:41]=[CH:40][CH2:39][CH2:38][CH2:37]1. (5) Given the product [OH:1][CH:2]([C:21]1[CH:26]=[CH:25][CH:24]=[CH:23][N:22]=1)[C:3]1[CH:4]=[C:5]([C:16]([OH:18])=[O:17])[CH:6]=[C:7]([C:9]2[CH:14]=[CH:13][C:12]([CH3:15])=[CH:11][CH:10]=2)[CH:8]=1, predict the reactants needed to synthesize it. The reactants are: [OH:1][CH:2]([C:21]1[CH:26]=[CH:25][CH:24]=[CH:23][N:22]=1)[C:3]1[CH:4]=[C:5]([C:16]([O:18]CC)=[O:17])[CH:6]=[C:7]([C:9]2[CH:14]=[CH:13][C:12]([CH3:15])=[CH:11][CH:10]=2)[CH:8]=1.[OH-].[Li+].OS(O)(=O)=O.